Dataset: Catalyst prediction with 721,799 reactions and 888 catalyst types from USPTO. Task: Predict which catalyst facilitates the given reaction. Reactant: C[N:2](C)[CH:3]=[CH:4][C:5]([C:7]1[S:8][CH:9]=[CH:10][CH:11]=1)=O.O.[NH2:14]N. Product: [S:8]1[CH:9]=[CH:10][CH:11]=[C:7]1[C:5]1[CH:4]=[CH:3][NH:2][N:14]=1. The catalyst class is: 8.